Dataset: NCI-60 drug combinations with 297,098 pairs across 59 cell lines. Task: Regression. Given two drug SMILES strings and cell line genomic features, predict the synergy score measuring deviation from expected non-interaction effect. (1) Drug 1: CCC1(CC2CC(C3=C(CCN(C2)C1)C4=CC=CC=C4N3)(C5=C(C=C6C(=C5)C78CCN9C7C(C=CC9)(C(C(C8N6C=O)(C(=O)OC)O)OC(=O)C)CC)OC)C(=O)OC)O.OS(=O)(=O)O. Drug 2: CNC(=O)C1=NC=CC(=C1)OC2=CC=C(C=C2)NC(=O)NC3=CC(=C(C=C3)Cl)C(F)(F)F. Cell line: HCT-15. Synergy scores: CSS=-0.431, Synergy_ZIP=3.15, Synergy_Bliss=4.31, Synergy_Loewe=3.49, Synergy_HSA=-0.746. (2) Drug 1: CC1=C2C(C(=O)C3(C(CC4C(C3C(C(C2(C)C)(CC1OC(=O)C(C(C5=CC=CC=C5)NC(=O)OC(C)(C)C)O)O)OC(=O)C6=CC=CC=C6)(CO4)OC(=O)C)O)C)O. Drug 2: CC12CCC3C(C1CCC2OP(=O)(O)O)CCC4=C3C=CC(=C4)OC(=O)N(CCCl)CCCl.[Na+]. Cell line: OVCAR3. Synergy scores: CSS=67.7, Synergy_ZIP=32.8, Synergy_Bliss=37.3, Synergy_Loewe=0.704, Synergy_HSA=23.8. (3) Drug 1: COC1=CC(=CC(=C1O)OC)C2C3C(COC3=O)C(C4=CC5=C(C=C24)OCO5)OC6C(C(C7C(O6)COC(O7)C8=CC=CS8)O)O. Drug 2: C1=CC(=CC=C1C#N)C(C2=CC=C(C=C2)C#N)N3C=NC=N3. Cell line: SF-268. Synergy scores: CSS=18.8, Synergy_ZIP=-3.62, Synergy_Bliss=-3.81, Synergy_Loewe=-28.3, Synergy_HSA=-4.97. (4) Drug 1: CC(C)(C1=NC(=CC=C1)N2C3=NC(=NC=C3C(=O)N2CC=C)NC4=CC=C(C=C4)N5CCN(CC5)C)O. Drug 2: C1=CC(=C(C=C1I)F)NC2=C(C=CC(=C2F)F)C(=O)NOCC(CO)O. Cell line: T-47D. Synergy scores: CSS=11.9, Synergy_ZIP=0.402, Synergy_Bliss=2.49, Synergy_Loewe=4.03, Synergy_HSA=4.42. (5) Drug 1: CC1=C(C=C(C=C1)C(=O)NC2=CC(=CC(=C2)C(F)(F)F)N3C=C(N=C3)C)NC4=NC=CC(=N4)C5=CN=CC=C5. Drug 2: CC1CCC2CC(C(=CC=CC=CC(CC(C(=O)C(C(C(=CC(C(=O)CC(OC(=O)C3CCCCN3C(=O)C(=O)C1(O2)O)C(C)CC4CCC(C(C4)OC)OCCO)C)C)O)OC)C)C)C)OC. Cell line: SF-539. Synergy scores: CSS=-5.49, Synergy_ZIP=5.86, Synergy_Bliss=-0.250, Synergy_Loewe=0.806, Synergy_HSA=-6.06. (6) Drug 2: C1CN1P(=S)(N2CC2)N3CC3. Drug 1: CN1CCC(CC1)COC2=C(C=C3C(=C2)N=CN=C3NC4=C(C=C(C=C4)Br)F)OC. Synergy scores: CSS=0.0935, Synergy_ZIP=-0.468, Synergy_Bliss=0.652, Synergy_Loewe=-4.20, Synergy_HSA=-2.83. Cell line: SK-MEL-28. (7) Drug 1: CC(C1=C(C=CC(=C1Cl)F)Cl)OC2=C(N=CC(=C2)C3=CN(N=C3)C4CCNCC4)N. Drug 2: C1=C(C(=O)NC(=O)N1)N(CCCl)CCCl. Cell line: SNB-75. Synergy scores: CSS=24.2, Synergy_ZIP=-1.22, Synergy_Bliss=2.99, Synergy_Loewe=0.833, Synergy_HSA=2.28. (8) Drug 1: CCC1=CC2CC(C3=C(CN(C2)C1)C4=CC=CC=C4N3)(C5=C(C=C6C(=C5)C78CCN9C7C(C=CC9)(C(C(C8N6C)(C(=O)OC)O)OC(=O)C)CC)OC)C(=O)OC.C(C(C(=O)O)O)(C(=O)O)O. Drug 2: CC1=C2C(C(=O)C3(C(CC4C(C3C(C(C2(C)C)(CC1OC(=O)C(C(C5=CC=CC=C5)NC(=O)C6=CC=CC=C6)O)O)OC(=O)C7=CC=CC=C7)(CO4)OC(=O)C)O)C)OC(=O)C. Cell line: COLO 205. Synergy scores: CSS=32.1, Synergy_ZIP=0.508, Synergy_Bliss=-0.0383, Synergy_Loewe=-6.41, Synergy_HSA=0.294. (9) Synergy scores: CSS=31.8, Synergy_ZIP=-9.85, Synergy_Bliss=-3.39, Synergy_Loewe=-12.0, Synergy_HSA=-1.02. Drug 2: C1=NNC2=C1C(=O)NC=N2. Cell line: UACC62. Drug 1: C1=CC=C(C=C1)NC(=O)CCCCCCC(=O)NO.